This data is from Full USPTO retrosynthesis dataset with 1.9M reactions from patents (1976-2016). The task is: Predict the reactants needed to synthesize the given product. (1) Given the product [Cl:23][C:5]1[C:4]2[C:9](=[CH:10][CH:11]=[C:2]([C:30]([C:29]3[N:25]([CH3:24])[CH:26]=[N:27][CH:28]=3)([C:32]3[CH:37]=[CH:36][N:35]=[C:34]([C:38]([F:41])([F:39])[F:40])[CH:33]=3)[OH:31])[CH:3]=2)[N:8]=[C:7]([O:12][CH3:13])[C:6]=1[CH2:14][N:15]1[CH2:18][CH:17]([C:19]([F:22])([F:21])[F:20])[CH2:16]1, predict the reactants needed to synthesize it. The reactants are: Br[C:2]1[CH:3]=[C:4]2[C:9](=[CH:10][CH:11]=1)[N:8]=[C:7]([O:12][CH3:13])[C:6]([CH2:14][N:15]1[CH2:18][CH:17]([C:19]([F:22])([F:21])[F:20])[CH2:16]1)=[C:5]2[Cl:23].[CH3:24][N:25]1[C:29]([C:30]([C:32]2[CH:37]=[CH:36][N:35]=[C:34]([C:38]([F:41])([F:40])[F:39])[CH:33]=2)=[O:31])=[CH:28][N:27]=[CH:26]1. (2) Given the product [Cl:1][C:2]1[CH:22]=[CH:21][C:20]([O:23][C@@H:24]([CH3:29])[C:25]([O:27][CH3:28])=[O:26])=[CH:19][C:3]=1[CH2:4][N:5]1[C:13]2[C:8](=[CH:9][C:10]([C:14](=[O:15])[NH:42][C@H:40]([C:36]3[CH:37]=[CH:38][CH:39]=[C:34]([CH:31]([CH3:33])[CH3:32])[CH:35]=3)[CH3:41])=[CH:11][CH:12]=2)[C:7]([CH3:17])=[C:6]1[CH3:18], predict the reactants needed to synthesize it. The reactants are: [Cl:1][C:2]1[CH:22]=[CH:21][C:20]([O:23][C@@H:24]([CH3:29])[C:25]([O:27][CH3:28])=[O:26])=[CH:19][C:3]=1[CH2:4][N:5]1[C:13]2[C:8](=[CH:9][C:10]([C:14](O)=[O:15])=[CH:11][CH:12]=2)[C:7]([CH3:17])=[C:6]1[CH3:18].Cl.[CH:31]([C:34]1[CH:35]=[C:36]([C@@H:40]([NH2:42])[CH3:41])[CH:37]=[CH:38][CH:39]=1)([CH3:33])[CH3:32].CN(C(ON1N=NC2C=CC=NC1=2)=[N+](C)C)C.F[P-](F)(F)(F)(F)F. (3) Given the product [Cl:13][C:14]1[CH:19]=[CH:18][C:17]([Cl:20])=[CH:16][C:15]=1[S:21][C:3]1[C:4]2=[N:5][CH:6]=[CH:7][CH:8]=[C:9]2[NH:1][C:2]=1[C:10]([NH2:12])=[O:11], predict the reactants needed to synthesize it. The reactants are: [NH:1]1[C:9]2[C:4](=[N:5][CH:6]=[CH:7][CH:8]=2)[CH:3]=[C:2]1[C:10]([NH2:12])=[O:11].[Cl:13][C:14]1[CH:19]=[CH:18][C:17]([Cl:20])=[CH:16][C:15]=1[S:21][S:21][C:15]1[CH:16]=[C:17]([Cl:20])[CH:18]=[CH:19][C:14]=1[Cl:13]. (4) Given the product [F:2][C:3]([F:10])([F:9])[C@@:4]([CH3:8])([NH2:7])[CH2:5][NH2:6], predict the reactants needed to synthesize it. The reactants are: Cl.[F:2][C:3]([F:10])([F:9])[C@@:4]([CH3:8])([NH2:7])[CH2:5][NH2:6].O.[OH-].[Na+]. (5) Given the product [F:13][C:14]1[C:15]([O:23][CH3:24])=[C:16]([CH:17]=[N:1][C:2]2[C:3]3[CH:4]=[CH:5][C:6]([CH3:12])=[N:7][C:8]=3[CH:9]=[CH:10][CH:11]=2)[CH:19]=[C:20]([F:22])[CH:21]=1, predict the reactants needed to synthesize it. The reactants are: [NH2:1][C:2]1[CH:11]=[CH:10][CH:9]=[C:8]2[C:3]=1[CH:4]=[CH:5][C:6]([CH3:12])=[N:7]2.[F:13][C:14]1[C:15]([O:23][CH3:24])=[C:16]([CH:19]=[C:20]([F:22])[CH:21]=1)[CH:17]=O.C(O)(=O)C. (6) Given the product [NH2:11][CH:12]1[N:18]=[C:17]([CH2:19][CH3:20])[C:16]2[CH:21]=[CH:22][CH:23]=[C:24]([CH3:25])[C:15]=2[N:14]([CH2:26][C:27]([N:29]2[CH2:35][CH:34]3[CH2:33][CH2:32][CH:31]([CH2:37][CH2:36]3)[CH2:30]2)=[O:28])[C:13]1=[O:38], predict the reactants needed to synthesize it. The reactants are: C(OC([NH:11][CH:12]1[N:18]=[C:17]([CH2:19][CH3:20])[C:16]2[CH:21]=[CH:22][CH:23]=[C:24]([CH3:25])[C:15]=2[N:14]([CH2:26][C:27]([N:29]2[CH2:35][CH:34]3[CH2:36][CH2:37][CH:31]([CH2:32][CH2:33]3)[CH2:30]2)=[O:28])[C:13]1=[O:38])=O)C1C=CC=CC=1.C([O-])=O.[NH4+]. (7) Given the product [N+:28]([C:31]1[CH:32]=[CH:33][C:34]([S:37]([NH:24][CH2:23][CH2:22][CH2:21][CH2:20][C@@H:19]([C:25]([OH:27])=[O:26])[NH:18][C:16]([O:15][CH2:14][CH:12]2[C:11]3[CH:10]=[CH:9][CH:8]=[CH:7][C:6]=3[C:5]3[C:13]2=[CH:1][CH:2]=[CH:3][CH:4]=3)=[O:17])(=[O:39])=[O:38])=[CH:35][CH:36]=1)([O-:30])=[O:29], predict the reactants needed to synthesize it. The reactants are: [CH:1]1[C:13]2[CH:12]([CH2:14][O:15][C:16]([NH:18][C@H:19]([C:25]([OH:27])=[O:26])[CH2:20][CH2:21][CH2:22][CH2:23][NH2:24])=[O:17])[C:11]3[C:6](=[CH:7][CH:8]=[CH:9][CH:10]=3)[C:5]=2[CH:4]=[CH:3][CH:2]=1.[N+:28]([C:31]1[CH:36]=[CH:35][C:34]([S:37](Cl)(=[O:39])=[O:38])=[CH:33][CH:32]=1)([O-:30])=[O:29].